Dataset: NCI-60 drug combinations with 297,098 pairs across 59 cell lines. Task: Regression. Given two drug SMILES strings and cell line genomic features, predict the synergy score measuring deviation from expected non-interaction effect. (1) Drug 1: CS(=O)(=O)C1=CC(=C(C=C1)C(=O)NC2=CC(=C(C=C2)Cl)C3=CC=CC=N3)Cl. Drug 2: C1=CN(C(=O)N=C1N)C2C(C(C(O2)CO)O)O.Cl. Cell line: HCC-2998. Synergy scores: CSS=31.4, Synergy_ZIP=-1.95, Synergy_Bliss=-0.759, Synergy_Loewe=-7.34, Synergy_HSA=0.0652. (2) Drug 1: CC1=C2C(C(=O)C3(C(CC4C(C3C(C(C2(C)C)(CC1OC(=O)C(C(C5=CC=CC=C5)NC(=O)OC(C)(C)C)O)O)OC(=O)C6=CC=CC=C6)(CO4)OC(=O)C)OC)C)OC. Drug 2: COCCOC1=C(C=C2C(=C1)C(=NC=N2)NC3=CC=CC(=C3)C#C)OCCOC.Cl. Cell line: SF-295. Synergy scores: CSS=54.9, Synergy_ZIP=11.9, Synergy_Bliss=12.0, Synergy_Loewe=-3.39, Synergy_HSA=12.4. (3) Drug 1: CN(CC1=CN=C2C(=N1)C(=NC(=N2)N)N)C3=CC=C(C=C3)C(=O)NC(CCC(=O)O)C(=O)O. Drug 2: CN(CCCl)CCCl.Cl. Cell line: T-47D. Synergy scores: CSS=29.4, Synergy_ZIP=-4.84, Synergy_Bliss=-0.271, Synergy_Loewe=-1.99, Synergy_HSA=-1.72.